From a dataset of Full USPTO retrosynthesis dataset with 1.9M reactions from patents (1976-2016). Predict the reactants needed to synthesize the given product. (1) The reactants are: [CH3:1][O:2][C:3](=[O:17])[C:4]([C:6]1[CH:11]=[CH:10][C:9]([S:12]([CH3:15])(=[O:14])=[O:13])=[C:8]([Cl:16])[CH:7]=1)=O.Cl.[CH:19]1([O:25][NH2:26])[CH2:24][CH2:23][CH2:22][CH2:21][CH2:20]1. Given the product [CH3:1][O:2][C:3](=[O:17])/[C:4](/[C:6]1[CH:11]=[CH:10][C:9]([S:12]([CH3:15])(=[O:14])=[O:13])=[C:8]([Cl:16])[CH:7]=1)=[N:26]/[O:25][CH:19]1[CH2:24][CH2:23][CH2:22][CH2:21][CH2:20]1, predict the reactants needed to synthesize it. (2) Given the product [N:15]12[CH2:23][CH2:22][CH:19]([CH2:20][CH2:21]1)[N:18]([C:2]1[CH:3]=[C:4]([C:9]([N+:12]([O-:14])=[O:13])=[CH:10][N:11]=1)[C:5]([O:7][CH3:8])=[O:6])[CH2:17][CH2:16]2, predict the reactants needed to synthesize it. The reactants are: Cl[C:2]1[CH:3]=[C:4]([C:9]([N+:12]([O-:14])=[O:13])=[CH:10][N:11]=1)[C:5]([O:7][CH3:8])=[O:6].[N:15]12[CH2:23][CH2:22][CH:19]([CH2:20][CH2:21]1)[NH:18][CH2:17][CH2:16]2.C(N(CC)CC)C. (3) Given the product [F:19][C:15]1[CH:14]=[C:13]([CH:18]=[CH:17][CH:16]=1)[O:12][CH2:11][C:9]1[N:10]=[C:5]2[N:4]=[CH:3][C:2]([C:25]3[CH:26]=[CH:27][C:22]([C:20]#[N:21])=[CH:23][C:24]=3[O:31][CH3:32])=[CH:7][N:6]2[CH:8]=1, predict the reactants needed to synthesize it. The reactants are: Br[C:2]1[CH:3]=[N:4][C:5]2[N:6]([CH:8]=[C:9]([CH2:11][O:12][C:13]3[CH:18]=[CH:17][CH:16]=[C:15]([F:19])[CH:14]=3)[N:10]=2)[CH:7]=1.[C:20]([C:22]1[CH:27]=[CH:26][C:25](B(O)O)=[C:24]([O:31][CH3:32])[CH:23]=1)#[N:21]. (4) Given the product [CH3:14][C:15]1[N:20]([C:19]2[CH:21]=[CH:22][CH:23]=[CH:24][C:18]=2[C:17]([OH:25])=[O:16])[C:6]([C:5]2[CH:10]=[CH:11][CH:12]=[CH:13][C:4]=2[N+:1]([O-:3])=[O:2])=[N:8][N:9]=1, predict the reactants needed to synthesize it. The reactants are: [N+:1]([C:4]1[CH:13]=[CH:12][CH:11]=[CH:10][C:5]=1[C:6]([NH:8][NH2:9])=O)([O-:3])=[O:2].[CH3:14][C:15]1[O:16][C:17](=[O:25])[C:18]2[CH:24]=[CH:23][CH:22]=[CH:21][C:19]=2[N:20]=1.CN1CCCC1=O. (5) The reactants are: [N:1]1[CH:6]=[CH:5][CH:4]=[C:3]([CH2:7][OH:8])[CH:2]=1.C1(P(C2C=CC=CC=2)C2C=CC=CC=2)C=CC=CC=1.CCOC(/N=N/C(OCC)=O)=O.[CH3:40][O:41][C:42]1[C:43]([CH3:70])=[C:44]([C:61]([O:68][CH3:69])=[C:62]([O:66][CH3:67])[C:63]=1[O:64][CH3:65])[CH2:45][C:46]1[CH:47]=[CH:48][C:49](O)=[C:50]([CH:59]=1)[C:51]([N:53]1[CH2:58][CH2:57][O:56][CH2:55][CH2:54]1)=[O:52].[OH-].[Na+]. Given the product [CH3:40][O:41][C:42]1[C:43]([CH3:70])=[C:44]([C:61]([O:68][CH3:69])=[C:62]([O:66][CH3:67])[C:63]=1[O:64][CH3:65])[CH2:45][C:46]1[CH:47]=[CH:48][C:49]([O:8][CH2:7][C:3]2[CH:2]=[N:1][CH:6]=[CH:5][CH:4]=2)=[C:50]([CH:59]=1)[C:51]([N:53]1[CH2:54][CH2:55][O:56][CH2:57][CH2:58]1)=[O:52], predict the reactants needed to synthesize it. (6) Given the product [C:12]([O:16][C:17]([N:6]1[CH2:7][CH2:8][CH2:9][C:3](=[O:2])[CH2:4][CH2:5]1)=[O:18])([CH3:15])([CH3:14])[CH3:13], predict the reactants needed to synthesize it. The reactants are: Cl.[O:2]=[C:3]1[CH2:9][CH2:8][CH2:7][NH:6][CH2:5][CH2:4]1.[OH-].[Na+].[C:12]([O:16][C:17](OC([O-])=O)=[O:18])([CH3:15])([CH3:14])[CH3:13]. (7) The reactants are: Cl.[NH2:2][CH:3]([C:34]1[CH:39]=[CH:38][CH:37]=[CH:36][CH:35]=1)[C:4]([NH:6][CH2:7][C:8]1[CH:13]=[CH:12][C:11]([NH:14][C:15]([C:17]2[C:18]([C:23]3[CH:28]=[CH:27][C:26]([C:29]([F:32])([F:31])[F:30])=[CH:25][CH:24]=3)=[CH:19][CH:20]=[CH:21][CH:22]=2)=[O:16])=[C:10]([CH3:33])[CH:9]=1)=[O:5].C1CN([P+](Br)(N2CCCC2)N2CCCC2)CC1.F[P-](F)(F)(F)(F)F.[F:64][C:65]([F:70])([F:69])[C:66](O)=[O:67]. Given the product [CH3:33][C:10]1[CH:9]=[C:8]([CH2:7][NH:6][C:4](=[O:5])[CH:3]([C:34]2[CH:39]=[CH:38][CH:37]=[CH:36][CH:35]=2)[NH:2][C:66](=[O:67])[C:65]([F:70])([F:69])[F:64])[CH:13]=[CH:12][C:11]=1[NH:14][C:15]([C:17]1[C:18]([C:23]2[CH:28]=[CH:27][C:26]([C:29]([F:30])([F:31])[F:32])=[CH:25][CH:24]=2)=[CH:19][CH:20]=[CH:21][CH:22]=1)=[O:16], predict the reactants needed to synthesize it.